This data is from Full USPTO retrosynthesis dataset with 1.9M reactions from patents (1976-2016). The task is: Predict the reactants needed to synthesize the given product. (1) Given the product [F:37][C:38]1([F:43])[CH2:42][CH2:41][N:40]([C:7]2[CH:12]=[CH:11][C:10]([N:13]3[CH:18]=[C:17]([O:19][CH3:20])[C:16](=[O:21])[C:15]([C:22]4[N:26]([C:27]5[CH:32]=[CH:31][CH:30]=[CH:29][CH:28]=5)[N:25]=[CH:24][CH:23]=4)=[N:14]3)=[C:9]([F:33])[CH:8]=2)[CH2:39]1, predict the reactants needed to synthesize it. The reactants are: FC(F)(F)S(O[C:7]1[CH:12]=[CH:11][C:10]([N:13]2[CH:18]=[C:17]([O:19][CH3:20])[C:16](=[O:21])[C:15]([C:22]3[N:26]([C:27]4[CH:32]=[CH:31][CH:30]=[CH:29][CH:28]=4)[N:25]=[CH:24][CH:23]=3)=[N:14]2)=[C:9]([F:33])[CH:8]=1)(=O)=O.Cl.[F:37][C:38]1([F:43])[CH2:42][CH2:41][NH:40][CH2:39]1.CC1(C)C2C(=C(P(C3C=CC=CC=3)C3C=CC=CC=3)C=CC=2)OC2C(P(C3C=CC=CC=3)C3C=CC=CC=3)=CC=CC1=2.O(C(C)(C)C)[Na]. (2) Given the product [O:40]=[C:39]1[N:16]([C:17]2[CH:22]=[CH:21][C:20]([N:23]3[CH2:28][CH2:27][O:26][CH2:25][C:24]3=[O:29])=[CH:19][CH:18]=2)[CH2:15][C@H:2]([CH2:3][N:4]2[C:12](=[O:13])[C:11]3[C:6](=[CH:7][CH:8]=[CH:9][CH:10]=3)[C:5]2=[O:14])[O:1]1, predict the reactants needed to synthesize it. The reactants are: [OH:1][C@@H:2]([CH2:15][NH:16][C:17]1[CH:22]=[CH:21][C:20]([N:23]2[CH2:28][CH2:27][O:26][CH2:25][C:24]2=[O:29])=[CH:19][CH:18]=1)[CH2:3][N:4]1[C:12](=[O:13])[C:11]2[C:6](=[CH:7][CH:8]=[CH:9][CH:10]=2)[C:5]1=[O:14].[N+](C1C=CC=CC=1)([O-])=O.[CH3:39][OH:40]. (3) Given the product [Cl:30][C:31]1[CH:38]=[C:37]([Cl:39])[CH:36]=[CH:35][C:32]=1[CH2:33][C:22]1[C:21]2[C:25](=[CH:26][CH:27]=[C:19]([C:17]([O:16][CH3:15])=[O:18])[CH:20]=2)[NH:24][C:23]=1[S:28][CH3:29], predict the reactants needed to synthesize it. The reactants are: FC(F)(F)C(O)=O.C([SiH](CC)CC)C.[CH3:15][O:16][C:17]([C:19]1[CH:20]=[C:21]2[C:25](=[CH:26][CH:27]=1)[NH:24][C:23]([S:28][CH3:29])=[CH:22]2)=[O:18].[Cl:30][C:31]1[CH:38]=[C:37]([Cl:39])[CH:36]=[CH:35][C:32]=1[CH:33]=O. (4) Given the product [CH:1]1[C:10]2[C:4]([CH:5]=[CH:6][CH:7]=[CH:8][CH:9]=2)=[CH:3][C:2]=1[CH2:11][C:12]1[CH:13]=[CH:14][C:15]([OH:57])=[C:16]([C@@H:18]2[O:47][C@H:46]([CH2:48][OH:49])[C@@H:37]([OH:38])[C@H:28]([OH:29])[C@H:19]2[OH:20])[CH:17]=1, predict the reactants needed to synthesize it. The reactants are: [CH:1]1[C:10]2[C:4]([CH:5]=[CH:6][CH:7]=[CH:8][CH:9]=2)=[CH:3][C:2]=1[CH2:11][C:12]1[CH:13]=[CH:14][C:15]([O:57]CC2C=CC=CC=2)=[C:16]([C@@H:18]2[O:47][C@H:46]([CH2:48][O:49]CC3C=CC=CC=3)[C@@H:37]([O:38]CC3C=CC=CC=3)[C@H:28]([O:29]CC3C=CC=CC=3)[C@H:19]2[O:20]CC2C=CC=CC=2)[CH:17]=1.[Cl-].[Al+3].[Cl-].[Cl-].C1(OC)C=CC=CC=1.